From a dataset of Forward reaction prediction with 1.9M reactions from USPTO patents (1976-2016). Predict the product of the given reaction. (1) Given the reactants [Br:1][C:2]1[C:9]([OH:10])=[CH:8][C:5]([CH:6]=[O:7])=[C:4]([F:11])[CH:3]=1.[CH2:12](Cl)[O:13][CH3:14].[H-].[Na+].CCOCC, predict the reaction product. The product is: [Br:1][C:2]1[C:9]([O:10][CH2:12][O:13][CH3:14])=[CH:8][C:5]([CH:6]=[O:7])=[C:4]([F:11])[CH:3]=1. (2) Given the reactants [CH:1]1[N:9]([C@@H:10]2[O:14][C@H:13]([CH2:15][OH:16])[C@@H:12]([OH:17])[C@H:11]2[OH:18])[C:8]2[C:3](=[C:4]([NH2:19])[N:5]=[CH:6][N:7]=2)[C:2]=1[C:20]#[N:21].O.[SH-:23].[Na+], predict the reaction product. The product is: [NH2:19][C:4]1[C:3]2[C:2]([C:20](=[S:23])[NH2:21])=[CH:1][N:9]([C@H:10]3[C@H:11]([OH:18])[CH:12]([OH:17])[CH:13]([CH2:15][OH:16])[O:14]3)[C:8]=2[N:7]=[CH:6][N:5]=1. (3) The product is: [Si:1]([O:8][CH2:9][C:10]1[C:11]([Cl:17])=[CH:12][C:13]([C:24]2[CH:25]=[N:26][C:27]([C:30]([F:33])([F:32])[F:31])=[N:28][CH:29]=2)=[N:14][CH:15]=1)([C:4]([CH3:7])([CH3:6])[CH3:5])([CH3:3])[CH3:2]. Given the reactants [Si:1]([O:8][CH2:9][C:10]1[C:11]([Cl:17])=[CH:12][C:13](Cl)=[N:14][CH:15]=1)([C:4]([CH3:7])([CH3:6])[CH3:5])([CH3:3])[CH3:2].CC1(C)OB([C:24]2[CH:25]=[N:26][C:27]([C:30]([F:33])([F:32])[F:31])=[N:28][CH:29]=2)OC1(C)C.C(=O)([O-])[O-].[K+].[K+].O1CCOCC1, predict the reaction product. (4) Given the reactants C([O:4][CH2:5][C:6]1[N:10]([CH2:11][CH2:12][CH2:13][C:14]([F:17])([F:16])[F:15])[C:9]2[CH:18]=[CH:19][C:20]([C:22]#[N:23])=[CH:21][C:8]=2[N:7]=1)(=O)C.C([O-])([O-])=O.[Na+].[Na+].CC(O)=O, predict the reaction product. The product is: [OH:4][CH2:5][C:6]1[N:10]([CH2:11][CH2:12][CH2:13][C:14]([F:16])([F:15])[F:17])[C:9]2[CH:18]=[CH:19][C:20]([C:22]#[N:23])=[CH:21][C:8]=2[N:7]=1. (5) Given the reactants [NH2:1][NH:2][C:3]([C:5]1[CH:10]=[CH:9][CH:8]=[C:7]([CH3:11])[N:6]=1)=[NH:4].[Cl:12][C:13]1[CH:20]=[CH:19][CH:18]=[C:17]([Cl:21])[C:14]=1[CH:15]=O, predict the reaction product. The product is: [Cl:12][C:13]1[CH:20]=[CH:19][CH:18]=[C:17]([Cl:21])[C:14]=1[C:15]1[NH:1][N:2]=[C:3]([C:5]2[CH:10]=[CH:9][CH:8]=[C:7]([CH3:11])[N:6]=2)[N:4]=1. (6) Given the reactants O[C@@H](C1C=CC=CC=1)C([O-])=O.[Br:12][C:13]1[C:18](=[O:19])[N:17]2[C:20]([CH3:23])=[CH:21][S:22][C:16]2=[N:15][C:14]=1[C@@H:24]([NH3+:26])[CH3:25].[C:27]([O:31][C:32](O[C:32]([O:31][C:27]([CH3:30])([CH3:29])[CH3:28])=[O:33])=[O:33])([CH3:30])([CH3:29])[CH3:28].C(=O)(O)[O-].[Na+], predict the reaction product. The product is: [Br:12][C:13]1[C:18](=[O:19])[N:17]2[C:20]([CH3:23])=[CH:21][S:22][C:16]2=[N:15][C:14]=1[C@@H:24]([NH:26][C:32](=[O:33])[O:31][C:27]([CH3:30])([CH3:29])[CH3:28])[CH3:25]. (7) Given the reactants [CH3:1][O:2][C:3]([C:5]1[S:6][C:7]([CH2:10][CH2:11][CH2:12][C@H:13]2[CH2:17][CH2:16]C(=O)[C@@H:14]2[C:19]2[CH:24]=[CH:23][C:22]([CH:25]([O:31][CH2:32][C:33]3[CH:38]=[CH:37][C:36]([O:39][CH3:40])=[CH:35][CH:34]=3)[CH2:26][CH2:27][CH2:28][CH2:29][CH3:30])=[CH:21][CH:20]=2)=[CH:8][CH:9]=1)=[O:4].CCN(CC)CC.[CH:48]([Cl:51])(Cl)[Cl:49], predict the reaction product. The product is: [CH3:1][O:2][C:3]([C:5]1[S:6][C:7]([CH2:10][CH2:11][CH2:12][C@H:13]2[CH2:17][CH2:16][C:48]([Cl:51])([Cl:49])[C@@H:14]2[C:19]2[CH:20]=[CH:21][C:22]([CH:25]([O:31][CH2:32][C:33]3[CH:38]=[CH:37][C:36]([O:39][CH3:40])=[CH:35][CH:34]=3)[CH2:26][CH2:27][CH2:28][CH2:29][CH3:30])=[CH:23][CH:24]=2)=[CH:8][CH:9]=1)=[O:4]. (8) Given the reactants [NH2:1][C:2]1[N:7]=[C:6]([C:8]2[O:9][CH:10]=[CH:11][CH:12]=2)[C:5]([C:13]2[CH:14]=[CH:15][C:16](=[O:19])[NH:17][CH:18]=2)=[C:4]([C:20]2[O:21][CH:22]=[CH:23][CH:24]=2)[N:3]=1.I[CH2:26][CH2:27][F:28], predict the reaction product. The product is: [NH2:1][C:2]1[N:3]=[C:4]([C:20]2[O:21][CH:22]=[CH:23][CH:24]=2)[C:5]([C:13]2[CH:14]=[CH:15][C:16](=[O:19])[N:17]([CH2:26][CH2:27][F:28])[CH:18]=2)=[C:6]([C:8]2[O:9][CH:10]=[CH:11][CH:12]=2)[N:7]=1. (9) Given the reactants [C:1]([C:3]1[CH:8]=[CH:7][N:6]=[C:5](F)[CH:4]=1)#[N:2].[CH3:10][O:11][C:12]1[CH:19]=[CH:18][C:15]([CH2:16][NH2:17])=[CH:14][CH:13]=1, predict the reaction product. The product is: [CH3:10][O:11][C:12]1[CH:19]=[CH:18][C:15]([CH2:16][NH:17][C:5]2[CH:4]=[C:3]([C:1]#[N:2])[CH:8]=[CH:7][N:6]=2)=[CH:14][CH:13]=1.